This data is from Catalyst prediction with 721,799 reactions and 888 catalyst types from USPTO. The task is: Predict which catalyst facilitates the given reaction. (1) Reactant: [F:1][CH:2]([F:24])[C:3]1[NH:4][C:5]([CH3:23])=[C:6]([C:21]#[N:22])[CH:7]([C:11]2[CH:12]=[C:13]3[C:17](=[CH:18][CH:19]=2)[NH:16][N:15]=[C:14]3[CH3:20])[C:8]=1[C:9]#[N:10].C(=O)([O-])O.[OH:29][CH2:30][CH2:31][N+:32]([CH3:35])([CH3:34])[CH3:33]. Product: [C:21]([C:6]1[CH:7]([C:11]2[CH:12]=[C:13]3[C:17](=[CH:18][CH:19]=2)[NH:16][N:15]=[C:14]3[CH3:20])[C:8]([C:9]#[N:10])=[C:3]([CH:2]([F:1])[F:24])[N-:4][C:5]=1[CH3:23])#[N:22].[OH:29][CH2:30][CH2:31][N+:32]([CH3:35])([CH3:34])[CH3:33]. The catalyst class is: 8. (2) The catalyst class is: 46. Reactant: C(Cl)(=O)C(Cl)=O.C[N:8](C)[CH:9]=[O:10].[CH3:12][C:13]1[N:17]([C:18]2[CH:23]=[CH:22][C:21]([C:24]([F:27])([F:26])[F:25])=[CH:20][CH:19]=2)[N:16]=[CH:15][C:14]=1C(O)=O. Product: [CH3:12][C:13]1[N:17]([C:18]2[CH:19]=[CH:20][C:21]([C:24]([F:27])([F:25])[F:26])=[CH:22][CH:23]=2)[N:16]=[CH:15][C:14]=1[C:9]([NH2:8])=[O:10]. (3) Reactant: I[C:2]1[C:10]2[C:9]([NH2:11])=[N:8][CH:7]=[N:6][C:5]=2[N:4]([CH:12]2[CH2:17][CH2:16][O:15][CH2:14][CH2:13]2)[CH:3]=1.[CH3:18][NH:19][C:20]([NH:22][C:23]1[S:24][C:25]2[CH:31]=[C:30](B3OC(C)(C)C(C)(C)O3)[CH:29]=[CH:28][C:26]=2[N:27]=1)=[O:21].C([O-])([O-])=O.[Na+].[Na+]. Product: [NH2:11][C:9]1[C:10]2[C:2]([C:30]3[CH:29]=[CH:28][C:26]4[N:27]=[C:23]([NH:22][C:20]([NH:19][CH3:18])=[O:21])[S:24][C:25]=4[CH:31]=3)=[CH:3][N:4]([CH:12]3[CH2:17][CH2:16][O:15][CH2:14][CH2:13]3)[C:5]=2[N:6]=[CH:7][N:8]=1. The catalyst class is: 104. (4) Reactant: [H-].[Na+].[CH2:3]([OH:6])[CH2:4][OH:5].[CH3:7][C:8]([Si:11](Cl)([C:18]1[CH:23]=[CH:22][CH:21]=[CH:20][CH:19]=1)[C:12]1[CH:17]=[CH:16][CH:15]=[CH:14][CH:13]=1)([CH3:10])[CH3:9]. Product: [C:8]([Si:11]([C:18]1[CH:23]=[CH:22][CH:21]=[CH:20][CH:19]=1)([C:12]1[CH:13]=[CH:14][CH:15]=[CH:16][CH:17]=1)[O:5][CH2:4][CH2:3][OH:6])([CH3:10])([CH3:7])[CH3:9]. The catalyst class is: 1. (5) Reactant: [Br:1][C:2]1[C:3]([Cl:9])=[C:4]([CH:6]=[CH:7][CH:8]=1)[NH2:5].C[Al](C)C.[F:14][C:15]1[C:20]2[NH:21]C(=O)[O:23][C:24](=O)[C:19]=2[CH:18]=[CH:17][CH:16]=1.Cl. Product: [NH2:21][C:20]1[C:15]([F:14])=[CH:16][CH:17]=[CH:18][C:19]=1[C:24]([NH:5][C:4]1[CH:6]=[CH:7][CH:8]=[C:2]([Br:1])[C:3]=1[Cl:9])=[O:23]. The catalyst class is: 11.